From a dataset of Full USPTO retrosynthesis dataset with 1.9M reactions from patents (1976-2016). Predict the reactants needed to synthesize the given product. (1) Given the product [CH3:13][O:14][CH2:15][CH2:16][N:17]([CH2:18][CH2:19][O:20][CH3:21])[C:2]1[C:7]([N+:8]([O-:10])=[O:9])=[CH:6][CH:5]=[C:4]([O:11][CH3:12])[N:3]=1, predict the reactants needed to synthesize it. The reactants are: Cl[C:2]1[C:7]([N+:8]([O-:10])=[O:9])=[CH:6][CH:5]=[C:4]([O:11][CH3:12])[N:3]=1.[CH3:13][O:14][CH2:15][CH2:16][NH:17][CH2:18][CH2:19][O:20][CH3:21]. (2) Given the product [CH2:13]([O:1][C:2]1[CH:3]=[C:4]([CH:7]=[CH:8][C:9]=1[OH:10])[CH:5]=[O:6])[C:14]1[CH:19]=[CH:18][CH:17]=[CH:16][CH:15]=1, predict the reactants needed to synthesize it. The reactants are: [OH:1][C:2]1[CH:3]=[C:4]([CH:7]=[CH:8][C:9]=1[OH:10])[CH:5]=[O:6].[H-].[Na+].[CH2:13](Cl)[C:14]1[CH:19]=[CH:18][CH:17]=[CH:16][CH:15]=1. (3) Given the product [CH3:31][N:32]([CH3:33])[CH2:3][C:2]([N:6]1[CH:10]=[C:9]([NH:11][C:12](=[O:30])[CH:13]([NH:17][CH:18]2[CH2:27][CH2:26][C:25]3[C:20](=[C:21]([F:29])[CH:22]=[C:23]([F:28])[CH:24]=3)[CH2:19]2)[CH2:14][CH2:15][CH3:16])[N:8]=[CH:7]1)([CH3:1])[CH3:5], predict the reactants needed to synthesize it. The reactants are: [CH3:1][C:2]([N:6]1[CH:10]=[C:9]([NH:11][C:12](=[O:30])[CH:13]([NH:17][CH:18]2[CH2:27][CH2:26][C:25]3[C:20](=[C:21]([F:29])[CH:22]=[C:23]([F:28])[CH:24]=3)[CH2:19]2)[CH2:14][CH2:15][CH3:16])[N:8]=[CH:7]1)([CH3:5])[CH:3]=O.[CH3:31][NH:32][CH3:33]. (4) Given the product [CH2:13]([O:15][C:16]([C:18]1([CH2:7][CH:5]=[CH2:6])[CH2:23][CH2:22][CH2:21][C:20]2([O:32][CH2:31][CH2:30][O:24]2)[CH2:19]1)=[O:17])[CH3:14], predict the reactants needed to synthesize it. The reactants are: C(N[CH:5]([CH3:7])[CH3:6])(C)C.C([Li])CCC.[CH2:13]([O:15][C:16]([CH:18]1[CH2:23][CH2:22][CH2:21][C:20](=[O:24])[CH2:19]1)=[O:17])[CH3:14].C(Br)C=C.C1C[O:32][CH2:31][CH2:30]1. (5) The reactants are: [C:1]([C:3]1[C:12]([N:13]2[CH2:18][CH2:17][NH:16][C@H:15]([CH:19]3[CH2:21][CH2:20]3)[CH2:14]2)=[N:11][C:10]([CH:22]2[CH2:24][CH2:23]2)=[C:9]2[C:4]=1[CH2:5][CH2:6][N:7]([C:25]([O:27][C:28]([CH3:31])([CH3:30])[CH3:29])=[O:26])[CH2:8]2)#[N:2].CCN(C(C)C)C(C)C.[CH:41]1([C:44](Cl)=[O:45])[CH2:43][CH2:42]1. Given the product [C:1]([C:3]1[C:12]([N:13]2[CH2:18][CH2:17][N:16]([C:44]([CH:41]3[CH2:43][CH2:42]3)=[O:45])[C@H:15]([CH:19]3[CH2:20][CH2:21]3)[CH2:14]2)=[N:11][C:10]([CH:22]2[CH2:24][CH2:23]2)=[C:9]2[C:4]=1[CH2:5][CH2:6][N:7]([C:25]([O:27][C:28]([CH3:31])([CH3:30])[CH3:29])=[O:26])[CH2:8]2)#[N:2], predict the reactants needed to synthesize it. (6) The reactants are: [CH3:1][S:2]([C:5]1([C:9]([O:11]C)=[O:10])[CH2:8][CH2:7][CH2:6]1)(=[O:4])=[O:3].O.[OH-].[Li+:15]. Given the product [CH3:1][S:2]([C:5]1([C:9]([O-:11])=[O:10])[CH2:8][CH2:7][CH2:6]1)(=[O:3])=[O:4].[Li+:15], predict the reactants needed to synthesize it. (7) Given the product [CH2:1]([C:3]1[N:13]([CH2:14][C:15]2[CH:18]=[CH:25][C:24]3/[C:14](=[CH:1]/[C:3]#[N:4])/[C:15]4[CH:18]=[CH:6][CH:5]=[CH:10][C:16]=4[CH2:12][CH2:8][C:9]=3[CH:16]=2)[C:6]2=[N:7][C:8]([CH3:12])=[CH:9][C:10]([CH3:11])=[C:5]2[N:4]=1)[CH3:2], predict the reactants needed to synthesize it. The reactants are: [CH2:1]([C:3]1[NH:13][C:6]2=[N:7][C:8]([CH3:12])=[CH:9][C:10]([CH3:11])=[C:5]2[N:4]=1)[CH3:2].[CH3:14][C:15]([CH3:18])([O-])[CH3:16].[K+].C(O[CH2:24][CH3:25])(=O)C. (8) The reactants are: [Cl:1][C:2]1[C:3]([C:15]([OH:17])=O)=[N:4][N:5]([C:8]2[CH:13]=[C:12]([I:14])[CH:11]=[CH:10][N:9]=2)[C:6]=1[CH3:7].[Cl-].[NH4+:19]. Given the product [Cl:1][C:2]1[C:3]([C:15]([NH2:19])=[O:17])=[N:4][N:5]([C:8]2[CH:13]=[C:12]([I:14])[CH:11]=[CH:10][N:9]=2)[C:6]=1[CH3:7], predict the reactants needed to synthesize it. (9) Given the product [F:14][C:13]([F:16])([F:15])[C:11]1[CH:10]=[C:9]([C:17]2[CH:22]=[CH:21][C:20]([C:23]([F:26])([F:25])[F:24])=[CH:19][CH:18]=2)[N:8]=[C:7]([N:5]2[CH:6]=[C:2]([C:35]3[CH:41]=[CH:40][C:38]([NH2:39])=[CH:37][CH:36]=3)[N:3]=[CH:4]2)[N:12]=1, predict the reactants needed to synthesize it. The reactants are: Br[C:2]1[N:3]=[CH:4][N:5]([C:7]2[N:12]=[C:11]([C:13]([F:16])([F:15])[F:14])[CH:10]=[C:9]([C:17]3[CH:22]=[CH:21][C:20]([C:23]([F:26])([F:25])[F:24])=[CH:19][CH:18]=3)[N:8]=2)[CH:6]=1.CC1(C)C(C)(C)OB([C:35]2[CH:41]=[CH:40][C:38]([NH2:39])=[CH:37][CH:36]=2)O1.